This data is from Forward reaction prediction with 1.9M reactions from USPTO patents (1976-2016). The task is: Predict the product of the given reaction. (1) Given the reactants [F:1][C:2]1[CH:3]=[CH:4][CH:5]=[C:6]2[C:10]=1[CH:9]([NH:11][C:12]1[CH:21]=[CH:20][C:19]3[C:14](=[CH:15][CH:16]=[C:17]([NH2:22])[CH:18]=3)[N:13]=1)[CH2:8][CH2:7]2.[S:23]1[CH:27]=[C:26]([CH2:28][C:29](O)=[O:30])[N:25]=[CH:24]1, predict the reaction product. The product is: [F:1][C:2]1[CH:3]=[CH:4][CH:5]=[C:6]2[C:10]=1[CH:9]([NH:11][C:12]1[CH:21]=[CH:20][C:19]3[C:14](=[CH:15][CH:16]=[C:17]([NH:22][C:29](=[O:30])[CH2:28][C:26]4[N:25]=[CH:24][S:23][CH:27]=4)[CH:18]=3)[N:13]=1)[CH2:8][CH2:7]2. (2) The product is: [C:1]([O:4][C@@H:5]1[C@@H:10]([O:11][C:12](=[O:14])[CH3:13])[C@H:9]([O:15][C:16](=[O:18])[CH3:17])[C@@H:8]([O:19][CH3:20])[O:7][C@H:6]1[C:21]1[CH:26]=[CH:25][C:24]([Cl:27])=[C:23]([CH2:28][C:29]2[CH:34]=[CH:33][C:32]([O:35][CH2:36][CH2:37][OH:38])=[CH:31][CH:30]=2)[CH:22]=1)(=[O:3])[CH3:2]. Given the reactants [C:1]([O:4][C@@H:5]1[C@@H:10]([O:11][C:12](=[O:14])[CH3:13])[C@H:9]([O:15][C:16](=[O:18])[CH3:17])[C@@H:8]([O:19][CH3:20])[O:7][C@H:6]1[C:21]1[CH:26]=[CH:25][C:24]([Cl:27])=[C:23]([CH2:28][C:29]2[CH:34]=[CH:33][C:32]([O:35][CH2:36][CH2:37][O:38][Si](C(C)(C)C)(C)C)=[CH:31][CH:30]=2)[CH:22]=1)(=[O:3])[CH3:2].C(O)(=O)C, predict the reaction product. (3) Given the reactants [OH:1][C:2]1[CH:11]=[C:10]2[C:5]([CH2:6][C@H:7]([C:12]([NH:14][C@H:15]([CH2:19][N:20]3[CH2:25][CH2:24][C@:23]([C:27]4[CH:32]=[CH:31][CH:30]=[C:29]([OH:33])[CH:28]=4)([CH3:26])[C@@H:22]([CH3:34])[CH2:21]3)[CH:16]([CH3:18])[CH3:17])=O)[NH:8][CH2:9]2)=[CH:4][CH:3]=1.CO.Cl.CCOCC, predict the reaction product. The product is: [OH:33][C:29]1[CH:28]=[C:27]([C@:23]2([CH3:26])[CH2:24][CH2:25][N:20]([CH2:19][C@@H:15]([NH:14][CH2:12][C@H:7]3[CH2:6][C:5]4[C:10](=[CH:11][C:2]([OH:1])=[CH:3][CH:4]=4)[CH2:9][NH:8]3)[CH:16]([CH3:18])[CH3:17])[CH2:21][C@@H:22]2[CH3:34])[CH:32]=[CH:31][CH:30]=1. (4) Given the reactants Br[CH2:2][CH2:3][O:4][C:5]1[C:10]([CH3:11])=[CH:9][C:8]([C:12]2[NH:21][C:20](=[O:22])[C:19]3[C:14](=[CH:15][CH:16]=[CH:17][C:18]=3[O:23][CH3:24])[N:13]=2)=[CH:7][C:6]=1[CH3:25].[NH:26]1[CH2:30][CH2:29][CH2:28][CH2:27]1, predict the reaction product. The product is: [CH3:25][C:6]1[CH:7]=[C:8]([C:12]2[NH:21][C:20](=[O:22])[C:19]3[C:14](=[CH:15][CH:16]=[CH:17][C:18]=3[O:23][CH3:24])[N:13]=2)[CH:9]=[C:10]([CH3:11])[C:5]=1[O:4][CH2:3][CH2:2][N:26]1[CH2:30][CH2:29][CH2:28][CH2:27]1. (5) Given the reactants Cl[C:2]1[N:7]2[N:8]=[C:9](C)[CH:10]=[C:6]2[N:5]=[C:4]([NH:12][C:13](=[O:25])[C:14]2[CH:19]=[CH:18][C:17]([C:20]([CH3:24])([CH3:23])[CH2:21]O)=[CH:16][CH:15]=2)[CH:3]=1.[F:26][C:27]1[CH:32]=[CH:31][C:30](B(O)O)=[CH:29][CH:28]=1.C([O-])([O-])=O.[K+].[K+], predict the reaction product. The product is: [C:20]([C:17]1[CH:18]=[CH:19][C:14]([C:13]([NH:12][C:4]2[CH:3]=[C:2]([C:30]3[CH:31]=[CH:32][C:27]([F:26])=[CH:28][CH:29]=3)[N:7]3[N:8]=[CH:9][CH:10]=[C:6]3[N:5]=2)=[O:25])=[CH:15][CH:16]=1)([CH3:21])([CH3:23])[CH3:24]. (6) Given the reactants [NH:1]1[C:9]2[C:4](=[CH:5][CH:6]=[CH:7][CH:8]=2)[CH:3]=[CH:2]1.C[O:11][CH:12]1[CH2:16][CH2:15][CH2:14]O1, predict the reaction product. The product is: [NH:1]1[C:9]2[C:4](=[CH:5][CH:6]=[CH:7][CH:8]=2)[C:3]([CH:14]([C:3]2[C:4]3[C:9](=[CH:8][CH:7]=[CH:6][CH:5]=3)[NH:1][CH:2]=2)[CH2:15][CH2:16][CH2:12][OH:11])=[CH:2]1. (7) Given the reactants [CH3:1][O:2][C:3]1[CH:4]=[C:5]([S:9][C:10]2[CH:11]=[CH:12][N:13]3[C:18]=2[C:17](=[O:19])[N:16]([C:20]2[CH:25]=[CH:24][CH:23]=[CH:22][CH:21]=2)[C:15]([C@@H:26]([NH:28]C(=O)OC(C)(C)C)[CH3:27])=[N:14]3)[CH:6]=[CH:7][CH:8]=1.FC(F)(F)C(O)=O, predict the reaction product. The product is: [NH2:28][C@H:26]([C:15]1[N:16]([C:20]2[CH:25]=[CH:24][CH:23]=[CH:22][CH:21]=2)[C:17](=[O:19])[C:18]2=[C:10]([S:9][C:5]3[CH:6]=[CH:7][CH:8]=[C:3]([O:2][CH3:1])[CH:4]=3)[CH:11]=[CH:12][N:13]2[N:14]=1)[CH3:27].